The task is: Regression/Classification. Given a drug SMILES string, predict its absorption, distribution, metabolism, or excretion properties. Task type varies by dataset: regression for continuous measurements (e.g., permeability, clearance, half-life) or binary classification for categorical outcomes (e.g., BBB penetration, CYP inhibition). Dataset: cyp2c19_veith.. This data is from CYP2C19 inhibition data for predicting drug metabolism from PubChem BioAssay. (1) The compound is CC(NC(=O)c1ccccc1)c1nc2ccccc2n1Cc1ccccc1F. The result is 1 (inhibitor). (2) The compound is O=C(O)CNC(=O)c1ccccc1O. The result is 0 (non-inhibitor). (3) The drug is CN(C)c1nc(N)c(C(=O)N=C(N)N)nc1Cl. The result is 0 (non-inhibitor).